Dataset: Reaction yield outcomes from USPTO patents with 853,638 reactions. Task: Predict the reaction yield, written as a fraction of the theoretical maximum amount of product (1.0 means a 100% yield; for example, 0.34 means a 34% yield). (1) The reactants are [ClH:1].[CH2:2]([O:4][C@@H:5]([CH2:9][C:10]1[CH:15]=[CH:14][C:13]([C:16]2[CH:21]=[CH:20][CH:19]=[C:18]([N:22]([CH3:33])[C:23]([NH:25][CH2:26][CH2:27][CH2:28][CH2:29][CH2:30][CH2:31][CH3:32])=[O:24])[N:17]=2)=[CH:12][CH:11]=1)[C:6]([OH:8])=[O:7])[CH3:3]. The catalyst is C(O)C. The product is [ClH:1].[CH2:2]([O:4][C@@H:5]([CH2:9][C:10]1[CH:15]=[CH:14][C:13]([C:16]2[CH:21]=[CH:20][CH:19]=[C:18]([N:22]([CH3:33])[C:23]([NH:25][CH2:26][CH2:27][CH2:28][CH2:29][CH2:30][CH2:31][CH3:32])=[O:24])[N:17]=2)=[CH:12][CH:11]=1)[C:6]([OH:8])=[O:7])[CH3:3]. The yield is 0.600. (2) The reactants are C([O:4][CH2:5][C:6]1[C:7]([N:33]2[C:45](=[O:46])[C:44]3[S:43][C:42]4[CH2:41][CH2:40][CH2:39][CH2:38][C:37]=4[C:36]=3[CH:35]=[N:34]2)=[N:8][CH:9]=[CH:10][C:11]=1[C:12]1[CH:17]=[C:16]([NH:18][C:19]2[CH:30]=[C:22]3[CH2:23][N:24]([C:27](=[O:29])[CH3:28])[CH2:25][CH2:26][N:21]3[N:20]=2)[C:15](=[O:31])[N:14]([CH3:32])[CH:13]=1)(=O)C.[OH-].[Li+]. The catalyst is C(O)(C)C.C1COCC1.O. The product is [C:27]([N:24]1[CH2:25][CH2:26][N:21]2[N:20]=[C:19]([NH:18][C:16]3[C:15](=[O:31])[N:14]([CH3:32])[CH:13]=[C:12]([C:11]4[CH:10]=[CH:9][N:8]=[C:7]([N:33]5[C:45](=[O:46])[C:44]6[S:43][C:42]7[CH2:41][CH2:40][CH2:39][CH2:38][C:37]=7[C:36]=6[CH:35]=[N:34]5)[C:6]=4[CH2:5][OH:4])[CH:17]=3)[CH:30]=[C:22]2[CH2:23]1)(=[O:29])[CH3:28]. The yield is 0.530.